From a dataset of Forward reaction prediction with 1.9M reactions from USPTO patents (1976-2016). Predict the product of the given reaction. (1) Given the reactants Br[C:2]1[CH:3]=[C:4]([C:8]2[CH:13]=[CH:12][CH:11]=[CH:10][CH:9]=2)[CH:5]=[CH:6][CH:7]=1.C([Li])(C)(C)C.CN(C)[CH:21]=[O:22], predict the reaction product. The product is: [C:8]1([C:4]2[CH:3]=[C:2]([CH:7]=[CH:6][CH:5]=2)[CH:21]=[O:22])[CH:9]=[CH:10][CH:11]=[CH:12][CH:13]=1. (2) The product is: [CH3:15][N:16]1[CH2:21][CH2:20][N:19]([CH:30]2[CH2:31][CH2:32][C:27]3([O:26][CH2:25][CH2:24][O:23]3)[CH2:28][CH2:29]2)[CH2:18][C:17]1=[O:22]. Given the reactants C(O[BH-](OC(=O)C)OC(=O)C)(=O)C.[Na+].[CH3:15][N:16]1[CH2:21][CH2:20][NH:19][CH2:18][C:17]1=[O:22].[O:23]1[C:27]2([CH2:32][CH2:31][C:30](=O)[CH2:29][CH2:28]2)[O:26][CH2:25][CH2:24]1.[OH-].[Na+], predict the reaction product. (3) Given the reactants [NH3:1].[CH3:2][O:3][C:4]([C:6]1[N:11]=[C:10]([Cl:12])[N:9]=[C:8](Cl)[C:7]=1[Cl:14])=[O:5], predict the reaction product. The product is: [NH2:1][C:8]1[C:7]([Cl:14])=[C:6]([C:4]([O:3][CH3:2])=[O:5])[N:11]=[C:10]([Cl:12])[N:9]=1.